Dataset: Full USPTO retrosynthesis dataset with 1.9M reactions from patents (1976-2016). Task: Predict the reactants needed to synthesize the given product. (1) Given the product [CH3:14][O:13][CH:11]([C:10](=[O:9])[CH2:15][C:4](=[O:7])[CH2:5][CH3:6])[CH3:16], predict the reactants needed to synthesize it. The reactants are: [NH2-].[Na+].C[C:4](=[O:7])[CH2:5][CH3:6].C[O:9][CH:10]([CH3:15])[C:11]([O:13][CH3:14])=O.[CH3:16]C(OCC1C2C(=CC=CC=2)C(COC(C)=O)=C2C=1C=CC=C2)=O.S(=O)(=O)(O)O. (2) Given the product [Cl:44][C:19]1[C:24]([O:48][CH2:47][CH3:46])=[CH:25][C:16](/[CH:15]=[CH:14]/[C:13]([N:10]2[CH2:11][CH2:12][N:7]([CH2:6][C:5]3[CH:32]=[CH:33][C:2]([F:1])=[CH:3][CH:4]=3)[CH2:8][C@H:9]2[CH3:31])=[O:30])=[C:17]([NH:26][C:27](=[O:29])[CH3:28])[CH:18]=1, predict the reactants needed to synthesize it. The reactants are: [F:1][C:2]1[CH:33]=[CH:32][C:5]([CH2:6][N:7]2[CH2:12][CH2:11][N:10]([C:13](=[O:30])/[CH:14]=[CH:15]/[C:16]3[C:17]([NH:26][C:27](=[O:29])[CH3:28])=[CH:18][C:19]4[C:24]([CH:25]=3)=CC=CC=4)[C@H:9]([CH3:31])[CH2:8]2)=[CH:4][CH:3]=1.CCN(CC)CC.C([Cl:44])(=O)C.C1C[O:48][CH2:47][CH2:46]1. (3) Given the product [CH:3]1([CH2:9][C:10]#[C:11][Si:12]([O:19][CH2:20][CH3:21])([O:16][CH2:17][CH3:18])[O:13][CH2:14][CH3:15])[CH2:8][CH2:7][CH2:6][CH2:5][CH2:4]1, predict the reactants needed to synthesize it. The reactants are: [OH-].[Na+].[CH:3]1([C:9]#[C:10][CH3:11])[CH2:8][CH2:7][CH2:6][CH2:5][CH2:4]1.[SiH:12]([O:19][CH2:20][CH3:21])([O:16][CH2:17][CH3:18])[O:13][CH2:14][CH3:15].COCCOC. (4) Given the product [Br:13][C:14]1[CH:15]=[CH:16][C:17]([C:20]([F:31])([F:32])[C:21]([C:23]2[CH:28]=[CH:27][C:26]([F:29])=[CH:25][C:24]=2[F:30])([C:2]2[CH:3]=[N:4][CH:5]=[N:6][CH:7]=2)[OH:22])=[N:18][CH:19]=1, predict the reactants needed to synthesize it. The reactants are: Br[C:2]1[CH:3]=[N:4][CH:5]=[N:6][CH:7]=1.[Li]CCCC.[Br:13][C:14]1[CH:15]=[CH:16][C:17]([C:20]([F:32])([F:31])[C:21]([C:23]2[CH:28]=[CH:27][C:26]([F:29])=[CH:25][C:24]=2[F:30])=[O:22])=[N:18][CH:19]=1. (5) Given the product [F:1][C:2]1[CH:3]=[CH:4][C:5]([C:8]([NH:20][CH2:19][CH2:18][C:16]2[O:17][C:13]([CH3:12])=[CH:14][CH:15]=2)=[O:31])=[CH:6][CH:7]=1, predict the reactants needed to synthesize it. The reactants are: [F:1][C:2]1[CH:7]=[CH:6][C:5]([CH2:8]C(Cl)=O)=[CH:4][CH:3]=1.[CH3:12][C:13]1[O:17][C:16]([CH2:18][CH2:19][NH2:20])=[CH:15][CH:14]=1.CCN(CC)CC.C1C[O:31]CC1. (6) Given the product [C:1]([C:4]1[S:8][C:7]([C:9]2[CH:10]=[C:11]([Cl:30])[C:12]3[O:16][CH:15]([CH2:17][NH:18][C:19](=[O:28])/[CH:20]=[CH:21]\[C:22]4[CH:23]=[N:24][CH:25]=[CH:26][CH:27]=4)[CH2:14][C:13]=3[CH:29]=2)=[CH:6][CH:5]=1)(=[O:3])[CH3:2], predict the reactants needed to synthesize it. The reactants are: [C:1]([C:4]1[S:8][C:7]([C:9]2[CH:10]=[C:11]([Cl:30])[C:12]3[O:16][CH:15]([CH2:17][NH:18][C:19](=[O:28])[C:20]#[C:21][C:22]4[CH:23]=[N:24][CH:25]=[CH:26][CH:27]=4)[CH2:14][C:13]=3[CH:29]=2)=[CH:6][CH:5]=1)(=[O:3])[CH3:2].C([O-])([O-])=O.[K+].[K+]. (7) Given the product [C:27]1([C@H:10]2[C@@H:11]([C:12]3[CH:13]=[CH:14][CH:15]=[CH:16][CH:17]=3)[O:40][C:38](=[O:39])[CH2:37][O:9]2)[CH:28]=[CH:29][CH:30]=[CH:31][CH:32]=1, predict the reactants needed to synthesize it. The reactants are: C([O:9][C@@H:10]([C:27]1[CH:32]=[CH:31][CH:30]=[CH:29][CH:28]=1)[C@H:11](OCC(OC(C)(C)C)=O)[C:12]1[CH:17]=[CH:16][CH:15]=[CH:14][CH:13]=1)(=O)C1C=CC=CC=1.[OH-].[Na+].Cl.F[C:37](F)(F)[C:38]([OH:40])=[O:39]. (8) Given the product [C:1]([C:3](=[C:11]([CH2:12][CH2:13][CH3:14])[CH:9]([CH3:10])[CH3:8])[C:4]([O:6][CH3:7])=[O:5])#[N:2], predict the reactants needed to synthesize it. The reactants are: [C:1]([CH2:3][C:4]([O:6][CH3:7])=[O:5])#[N:2].[CH3:8][CH:9]([C:11](=O)[CH2:12][CH2:13][CH3:14])[CH3:10].C([O-])(=O)C.[NH4+].C(O)(=O)C. (9) Given the product [Br:1][C:2]1[CH:3]=[C:4]2[C:9](=[CH:10][CH:11]=1)[N:8]=[C:7]([N:31]([CH2:32][CH3:27])[CH2:30][CH3:29])[C:6]([O:13][C:14]1[CH:19]=[CH:18][CH:17]=[CH:16][CH:15]=1)=[C:5]2[C:20]([F:23])([F:22])[F:21], predict the reactants needed to synthesize it. The reactants are: [Br:1][C:2]1[CH:3]=[C:4]2[C:9](=[CH:10][CH:11]=1)[N:8]=[C:7](Cl)[C:6]([O:13][C:14]1[CH:19]=[CH:18][CH:17]=[CH:16][CH:15]=1)=[C:5]2[C:20]([F:23])([F:22])[F:21].BrC1C=[C:27]2[C:32](=CC=1)[NH:31][C:30](=O)[C:29](OC1C=CC=CC=1)=C2O. (10) Given the product [NH2:1][C@@H:2]1[CH2:7][CH2:6][CH2:5][CH2:4][C@@H:3]1[NH:8][C:26](=[O:27])[O:25][CH2:18][C:19]1[CH:24]=[CH:23][CH:22]=[CH:21][CH:20]=1, predict the reactants needed to synthesize it. The reactants are: [NH2:1][C@@H:2]1[CH2:7][CH2:6][CH2:5][CH2:4][C@@H:3]1[NH2:8].C12BC(CCC1)CCC2.[CH2:18]([O:25][C:26](Cl)=[O:27])[C:19]1[CH:24]=[CH:23][CH:22]=[CH:21][CH:20]=1.O.